This data is from Forward reaction prediction with 1.9M reactions from USPTO patents (1976-2016). The task is: Predict the product of the given reaction. (1) Given the reactants COC(=O)[CH:4]([C:14]1[CH:19]=[CH:18][C:17]([O:20][CH3:21])=[CH:16][C:15]=1[Cl:22])[C:5]([C:7]1[CH:12]=[CH:11][N:10]=[C:9]([CH3:13])[CH:8]=1)=[O:6].[Cl-].[Na+].O, predict the reaction product. The product is: [Cl:22][C:15]1[CH:16]=[C:17]([O:20][CH3:21])[CH:18]=[CH:19][C:14]=1[CH2:4][C:5]([C:7]1[CH:12]=[CH:11][N:10]=[C:9]([CH3:13])[CH:8]=1)=[O:6]. (2) Given the reactants [CH3:1][C:2]1[C:3]([CH3:12])([CH3:11])[C:4]2[C:5]([N:10]=1)=[N:6][CH:7]=[CH:8][CH:9]=2.[Br:13][CH2:14][CH2:15][CH2:16][CH2:17][CH2:18][C:19]([OH:21])=[O:20], predict the reaction product. The product is: [Br-:13].[C:19]([CH2:18][CH2:17][CH2:16][CH2:15][CH2:14][N:6]1[CH:7]=[CH:8][CH:9]=[C:4]2[C:3]([CH3:12])([CH3:11])[CH:2]([CH3:1])[NH+:10]=[C:5]12)([OH:21])=[O:20]. (3) Given the reactants Br[CH2:2][C:3]1[CH:8]=[CH:7][C:6]([CH2:9][C:10]([OH:12])=[O:11])=[CH:5][CH:4]=1.[SH:13][C:14]1[CH:15]=[C:16]([B:20]([OH:22])[OH:21])[CH:17]=[CH:18][CH:19]=1, predict the reaction product. The product is: [C:10]([CH2:9][C:6]1[CH:7]=[CH:8][C:3]([CH2:2][S:13][C:14]2[CH:15]=[C:16]([B:20]([OH:22])[OH:21])[CH:17]=[CH:18][CH:19]=2)=[CH:4][CH:5]=1)([OH:12])=[O:11]. (4) Given the reactants [CH2:1]([CH:5]1[CH2:9][NH:8][C:7](=[O:10])[CH2:6]1)[CH2:2][CH2:3][CH3:4].C(N(CC)CC)C.[C:18](O[C:18]([O:20][C:21]([CH3:24])([CH3:23])[CH3:22])=[O:19])([O:20][C:21]([CH3:24])([CH3:23])[CH3:22])=[O:19], predict the reaction product. The product is: [C:21]([O:20][C:18]([N:8]1[CH2:9][CH:5]([CH2:1][CH2:2][CH2:3][CH3:4])[CH2:6][C:7]1=[O:10])=[O:19])([CH3:24])([CH3:23])[CH3:22]. (5) Given the reactants N1C=CN=C1.[Si:6](Cl)([C:9]([CH3:12])([CH3:11])[CH3:10])([CH3:8])[CH3:7].[CH2:14]([O:21][CH2:22][CH2:23][CH2:24][CH2:25][CH2:26][C:27]1[CH2:44][C@@:42]2([CH3:43])[C@@H:38]([CH2:39][CH2:40][C@@H:41]2[OH:45])[C@@:37]2([CH:46]=[O:47])[C:28]=1[C:29]1[CH:30]=[CH:31][C:32]([O:48][CH3:49])=[CH:33][C:34]=1[CH2:35][CH2:36]2)[C:15]1[CH:20]=[CH:19][CH:18]=[CH:17][CH:16]=1.O, predict the reaction product. The product is: [CH2:14]([O:21][CH2:22][CH2:23][CH2:24][CH2:25][CH2:26][C:27]1[CH2:44][C@@:42]2([CH3:43])[C@@H:38]([CH2:39][CH2:40][C@@H:41]2[O:45][Si:6]([C:9]([CH3:12])([CH3:11])[CH3:10])([CH3:8])[CH3:7])[C@@:37]2([CH:46]=[O:47])[C:28]=1[C:29]1[CH:30]=[CH:31][C:32]([O:48][CH3:49])=[CH:33][C:34]=1[CH2:35][CH2:36]2)[C:15]1[CH:16]=[CH:17][CH:18]=[CH:19][CH:20]=1. (6) Given the reactants Cl.[CH3:2][O:3][CH2:4][C@H:5]([NH2:7])[CH3:6].N1C=CC=CC=1.[Cl:14][CH2:15][CH2:16][N:17]=[C:18]=[O:19], predict the reaction product. The product is: [Cl:14][CH2:15][CH2:16][NH:17][C:18]([NH:7][C@@H:5]([CH3:6])[CH2:4][O:3][CH3:2])=[O:19].